From a dataset of Full USPTO retrosynthesis dataset with 1.9M reactions from patents (1976-2016). Predict the reactants needed to synthesize the given product. (1) Given the product [CH:3]12[CH2:12][CH:7]3[CH2:8][CH:9]([CH2:11][CH:5]([CH2:6]3)[CH:4]1[NH:13][C:14]([C:16]1[CH:17]=[N:18][N:19]([C:24]3[CH:33]=[CH:32][C:27]([C:28]([OH:30])=[O:29])=[CH:26][CH:25]=3)[C:20]=1[S:21][CH2:22][CH3:23])=[O:15])[CH2:10]2, predict the reactants needed to synthesize it. The reactants are: [OH-].[Na+].[CH:3]12[CH2:12][CH:7]3[CH2:8][CH:9]([CH2:11][CH:5]([CH2:6]3)[CH:4]1[NH:13][C:14]([C:16]1[CH:17]=[N:18][N:19]([C:24]3[CH:33]=[CH:32][C:27]([C:28]([O:30]C)=[O:29])=[CH:26][CH:25]=3)[C:20]=1[S:21][CH2:22][CH3:23])=[O:15])[CH2:10]2. (2) Given the product [Cl:1][C:2]1[CH:3]=[C:4]([CH:8]2[C:17]3[C:12](=[CH:13][CH:14]=[C:15]([OH:18])[CH:16]=3)[C:11](=[O:20])[CH2:10][CH2:9]2)[CH:5]=[CH:6][CH:7]=1, predict the reactants needed to synthesize it. The reactants are: [Cl:1][C:2]1[CH:3]=[C:4]([CH:8]2[C:17]3[C:12](=[CH:13][CH:14]=[C:15]([O:18]C)[CH:16]=3)[C:11](=[O:20])[CH2:10][CH2:9]2)[CH:5]=[CH:6][CH:7]=1.[C-]#N.[Na+].O.Cl. (3) Given the product [CH3:44][CH:28]([CH2:29][N:30]1[CH:34]=[C:33]([B:35]2[O:39][C:38]([CH3:41])([CH3:40])[C:37]([CH3:42])([CH3:43])[O:36]2)[CH:32]=[N:31]1)[CH2:27][OH:26], predict the reactants needed to synthesize it. The reactants are: CC1(C)C(C)(C)OB(C2C=NN(CCCO)C=2)O1.C([O:26][CH2:27][CH:28]([CH3:44])[CH2:29][N:30]1[CH:34]=[C:33]([B:35]2[O:39][C:38]([CH3:41])([CH3:40])[C:37]([CH3:43])([CH3:42])[O:36]2)[CH:32]=[N:31]1)C1C=CC=CC=1. (4) Given the product [CH2:19]([O:12][C:3]1[CH:4]=[C:5]([N+:9]([O-:11])=[O:10])[C:6]([F:8])=[CH:7][C:2]=1[Br:1])[C:20]1[CH:25]=[CH:24][CH:23]=[CH:22][CH:21]=1, predict the reactants needed to synthesize it. The reactants are: [Br:1][C:2]1[CH:7]=[C:6]([F:8])[C:5]([N+:9]([O-:11])=[O:10])=[CH:4][C:3]=1[OH:12].C([O-])([O-])=O.[Cs+].[Cs+].[CH2:19](Br)[C:20]1[CH:25]=[CH:24][CH:23]=[CH:22][CH:21]=1.